From a dataset of Full USPTO retrosynthesis dataset with 1.9M reactions from patents (1976-2016). Predict the reactants needed to synthesize the given product. Given the product [N+:8]([C:4]1[CH:3]=[C:2]([N:17]2[CH2:22][CH2:21][O:20][CH2:19][CH2:18]2)[CH:7]=[CH:6][CH:5]=1)([O-:10])=[O:9], predict the reactants needed to synthesize it. The reactants are: Br[C:2]1[CH:7]=[CH:6][CH:5]=[C:4]([N+:8]([O-:10])=[O:9])[CH:3]=1.C(=O)([O-])[O-].[Cs+].[Cs+].[NH:17]1[CH2:22][CH2:21][O:20][CH2:19][CH2:18]1.